From a dataset of Full USPTO retrosynthesis dataset with 1.9M reactions from patents (1976-2016). Predict the reactants needed to synthesize the given product. (1) Given the product [F:1][C:2]1[C:7]2[CH2:8][CH:9]([CH2:11][NH2:12])[O:10][C:6]=2[C:5]([C:15]2[CH:20]=[CH:19][CH:18]=[CH:17][C:16]=2[CH3:21])=[CH:4][C:3]=1[F:22], predict the reactants needed to synthesize it. The reactants are: [F:1][C:2]1[C:7]2[CH2:8][CH:9]([CH2:11][N:12]=[N+]=[N-])[O:10][C:6]=2[C:5]([C:15]2[CH:20]=[CH:19][CH:18]=[CH:17][C:16]=2[CH3:21])=[CH:4][C:3]=1[F:22]. (2) Given the product [F:1][C:2]1[C:3]([C:22]([F:25])([F:24])[F:23])=[C:4]([CH:9]2[CH2:14][CH2:13][N:12]([C:74]([C:73]3[C:72]4[CH2:40][N:36]([C:47]([O:46][C:42]([CH3:43])([CH3:44])[CH3:45])=[O:48])[CH2:75][CH2:70][C:71]=4[NH:76][N:77]=3)=[O:27])[CH2:11][CH2:10]2)[CH:5]=[CH:6][C:7]=1[F:8], predict the reactants needed to synthesize it. The reactants are: [F:1][C:2]1[C:3]([C:22]([F:25])([F:24])[F:23])=[C:4]([CH:9]2[CH2:14][CH2:13][N:12](C(OC(C)(C)C)=O)[CH2:11][CH2:10]2)[CH:5]=[CH:6][C:7]=1[F:8].C(O)(C(F)(F)F)=[O:27].C([N:36]([CH2:40]C)C(C)C)(C)C.[C:42]([O:46][C:47](C1NCC2NN=C(C(O)=O)C=2C1)=[O:48])([CH3:45])([CH3:44])[CH3:43].CN(C(ON1[N:77]=[N:76][C:71]2[CH:72]=[CH:73][CH:74]=[CH:75][C:70]1=2)=[N+](C)C)C.F[P-](F)(F)(F)(F)F. (3) Given the product [F:1][C:2]1[CH:3]=[C:4]([C@@H:9]([N:27]2[CH2:26][CH2:25][NH:24][C@H:23]([CH3:22])[CH2:28]2)[CH3:11])[CH:5]=[C:6]([F:8])[CH:7]=1, predict the reactants needed to synthesize it. The reactants are: [F:1][C:2]1[CH:3]=[C:4]([C@@H:9]([CH3:11])O)[CH:5]=[C:6]([F:8])[CH:7]=1.CS(Cl)(=O)=O.S([O-])(=O)(=O)C.[CH3:22][C@@H:23]1[CH2:28][NH:27][CH2:26][CH2:25][NH:24]1. (4) Given the product [CH2:1]([O:8][C:9]([NH:11][C@@H:12]([CH2:16][C:17]1[CH:22]=[CH:21][C:20]([CH:23]2[S:27](=[O:29])(=[O:28])[NH:26][C:25](=[O:30])[CH2:24]2)=[CH:19][CH:18]=1)[C:13]([NH:58][CH2:59][CH2:60][CH2:61][CH2:62][O:63][C:64]1[CH:73]=[CH:72][CH:71]=[C:70]([OH:74])[C:65]=1[C:66]([O:68][CH3:69])=[O:67])=[O:15])=[O:10])[C:2]1[CH:3]=[CH:4][CH:5]=[CH:6][CH:7]=1, predict the reactants needed to synthesize it. The reactants are: [CH2:1]([O:8][C:9]([NH:11][C@@H:12]([CH2:16][C:17]1[CH:22]=[CH:21][C:20]([CH:23]2[S:27](=[O:29])(=[O:28])[NH:26][C:25](=[O:30])[CH2:24]2)=[CH:19][CH:18]=1)[C:13]([OH:15])=O)=[O:10])[C:2]1[CH:7]=[CH:6][CH:5]=[CH:4][CH:3]=1.F[P-](F)(F)(F)(F)F.N1(O[P+](N(C)C)(N(C)C)N(C)C)C2C=CC=CC=2N=N1.[NH2:58][CH2:59][CH2:60][CH2:61][CH2:62][O:63][C:64]1[CH:73]=[CH:72][CH:71]=[C:70]([OH:74])[C:65]=1[C:66]([O:68][CH3:69])=[O:67].C(N(CC)C(C)C)(C)C. (5) Given the product [OH:5][CH2:4][C:3]([CH3:7])([CH3:6])[CH2:2][NH:1][C:11](=[O:12])[CH2:10][C:9](=[O:13])[CH3:8], predict the reactants needed to synthesize it. The reactants are: [NH2:1][CH2:2][C:3]([CH3:7])([CH3:6])[CH2:4][OH:5].[CH2:8]=[C:9]1[O:13][C:11](=[O:12])[CH2:10]1.